Dataset: Full USPTO retrosynthesis dataset with 1.9M reactions from patents (1976-2016). Task: Predict the reactants needed to synthesize the given product. (1) Given the product [Cl:1][C:2]1[C:3]([C:23]2[N:27]3[CH:28]=[CH:29][CH:30]=[CH:31][C:26]3=[N:25][CH:24]=2)=[N:4][C:5]([NH:8][C:9]2[CH:14]=[CH:13][C:12]([N:15]3[CH2:16][CH2:17][N:18]([CH2:32][C:33]([CH3:36])([OH:34])[CH3:35])[CH2:19][CH2:20]3)=[CH:11][C:10]=2[O:21][CH3:22])=[N:6][CH:7]=1, predict the reactants needed to synthesize it. The reactants are: [Cl:1][C:2]1[C:3]([C:23]2[N:27]3[CH:28]=[CH:29][CH:30]=[CH:31][C:26]3=[N:25][CH:24]=2)=[N:4][C:5]([NH:8][C:9]2[CH:14]=[CH:13][C:12]([N:15]3[CH2:20][CH2:19][NH:18][CH2:17][CH2:16]3)=[CH:11][C:10]=2[O:21][CH3:22])=[N:6][CH:7]=1.[CH3:32][C:33]1([CH3:36])[CH2:35][O:34]1. (2) Given the product [C:1]([C:4]1[C:12]2[C:7](=[CH:8][CH:9]=[CH:10][CH:11]=2)[N:6]([C:13]2[CH:20]=[CH:19][C:16]([C:17]([NH2:18])=[O:22])=[C:15]([Br:21])[CH:14]=2)[CH:5]=1)(=[O:3])[CH3:2], predict the reactants needed to synthesize it. The reactants are: [C:1]([C:4]1[C:12]2[C:7](=[CH:8][CH:9]=[CH:10][CH:11]=2)[N:6]([C:13]2[CH:20]=[CH:19][C:16]([C:17]#[N:18])=[C:15]([Br:21])[CH:14]=2)[CH:5]=1)(=[O:3])[CH3:2].[OH-:22].[K+].OO. (3) Given the product [F:24][C:25]1[CH:30]=[C:29]([F:31])[CH:28]=[CH:27][C:26]=1[S:32]([NH:1][C:2]1[CH:7]=[C:6]([C:8]2[S:12][C:11]([C:13]3[CH:14]=[C:15]4[C:19](=[CH:20][CH:21]=3)[C:18](=[O:22])[N:17]([CH3:23])[CH2:16]4)=[CH:10][CH:9]=2)[CH:5]=[CH:4][N:3]=1)(=[O:34])=[O:33], predict the reactants needed to synthesize it. The reactants are: [NH2:1][C:2]1[CH:7]=[C:6]([C:8]2[S:12][C:11]([C:13]3[CH:14]=[C:15]4[C:19](=[CH:20][CH:21]=3)[C:18](=[O:22])[N:17]([CH3:23])[CH2:16]4)=[CH:10][CH:9]=2)[CH:5]=[CH:4][N:3]=1.[F:24][C:25]1[CH:30]=[C:29]([F:31])[CH:28]=[CH:27][C:26]=1[S:32](Cl)(=[O:34])=[O:33]. (4) The reactants are: N([O-])=O.[Na+].Cl.[F:6][C:7]([F:11])([F:10])[CH2:8]N.[CH2:12]([C@@H:14]1[CH2:19][CH2:18][N:17]([C:20]([O:22][C:23]([CH3:26])([CH3:25])[CH3:24])=[O:21])[CH2:16][C@H:15]1[OH:27])[CH3:13]. Given the product [C:23]([O:22][C:20]([N:17]1[CH2:18][CH2:19][C@@H:14]([CH2:12][CH3:13])[C@H:15]([O:27][CH2:8][C:7]([F:11])([F:10])[F:6])[CH2:16]1)=[O:21])([CH3:26])([CH3:25])[CH3:24], predict the reactants needed to synthesize it. (5) Given the product [Br:1][C:2]1[N:3]=[C:4]([S:12][CH3:13])[C:5]2[N:6]([C:8]([C:23]3[CH:24]=[CH:25][C:20]([C:18]([NH:17][CH:14]4[CH2:15][CH2:16]4)=[O:19])=[CH:21][CH:22]=3)=[CH:9][N:10]=2)[CH:7]=1, predict the reactants needed to synthesize it. The reactants are: [Br:1][C:2]1[N:3]=[C:4]([S:12][CH3:13])[C:5]2[N:6]([C:8](I)=[CH:9][N:10]=2)[CH:7]=1.[CH:14]1([NH:17][C:18]([C:20]2[CH:25]=[CH:24][C:23](B(O)O)=[CH:22][CH:21]=2)=[O:19])[CH2:16][CH2:15]1.O. (6) Given the product [OH:122][CH2:114][CH2:113][NH:112][C:111]([C@@H:106]([NH:105][C:104]([N:81]1[CH2:82][C@H:83]([O:85][C:86]2[C:95]3[C:90](=[CH:91][C:92]([O:96][CH3:97])=[CH:93][CH:94]=3)[N:89]=[C:88]([C:98]3[CH:99]=[CH:100][CH:101]=[CH:102][CH:103]=3)[CH:87]=2)[CH2:84][C@H:80]1[C:78]([NH:77][C@:72]1([C:70]([OH:71])=[O:69])[CH2:74][C@H:73]1[CH:75]=[CH2:76])=[O:79])=[O:124])[CH:107]([CH3:109])[CH3:108])=[O:123], predict the reactants needed to synthesize it. The reactants are: C(OC(N[C@@H](C(C)C)C(O)=O)=O)(C)(C)C.C(OC(NC(C(C)(C)C)C(O)=O)=O)(C)(C)C.NCCO.C(OC(=O)NC(C(=O)NC1C2C(=CC=CC=2)CC1O)C(C)(C)C)(C)(C)C.ClNC(=O)[O-].C([O:69][C:70]([C:72]1([NH:77][C:78]([CH:80]2[CH2:84][CH:83]([O:85][C:86]3[C:95]4[C:90](=[CH:91][C:92]([O:96][CH3:97])=[CH:93][CH:94]=4)[N:89]=[C:88]([C:98]4[CH:103]=[CH:102][CH:101]=[CH:100][CH:99]=4)[CH:87]=3)[CH2:82][N:81]2[C:104](=[O:124])[NH:105][CH:106]([C:111](=[O:123])[NH:112][CH:113]2C3C(=CC=CC=3)C[CH:114]2[OH:122])[C:107](C)([CH3:109])[CH3:108])=[O:79])[CH2:74][CH:73]1[CH:75]=[CH2:76])=[O:71])C.